Dataset: Forward reaction prediction with 1.9M reactions from USPTO patents (1976-2016). Task: Predict the product of the given reaction. (1) Given the reactants [NH2:1][C:2]1[CH:3]=[C:4]([CH:7]=[CH:8][C:9]=1[NH:10][C:11]1[CH:16]=[CH:15][CH:14]=[C:13]([Br:17])[CH:12]=1)[C:5]#[N:6].[CH2:18](OC(OCC)OCC)C.CC1C=CC(S(O)(=O)=O)=CC=1, predict the reaction product. The product is: [Br:17][C:13]1[CH:12]=[C:11]([N:10]2[C:9]3[CH:8]=[CH:7][C:4]([C:5]#[N:6])=[CH:3][C:2]=3[N:1]=[CH:18]2)[CH:16]=[CH:15][CH:14]=1. (2) Given the reactants [CH3:1][C:2]([CH3:23])([CH3:22])[C:3]([NH:5][C:6]1[C:11]([C:12]2[O:16][N:15]=[C:14]([C:17](OCC)=[O:18])[CH:13]=2)=[CH:10][CH:9]=[CH:8][N:7]=1)=[O:4].[BH4-].[Na+].Cl.[OH-].[Na+], predict the reaction product. The product is: [OH:18][CH2:17][C:14]1[CH:13]=[C:12]([C:11]2[C:6]([NH:5][C:3](=[O:4])[C:2]([CH3:22])([CH3:1])[CH3:23])=[N:7][CH:8]=[CH:9][CH:10]=2)[O:16][N:15]=1. (3) Given the reactants Br[CH2:2][C:3]1[CH:4]=[CH:5][C:6]2[N:7]=[C:8]([Cl:19])[N:9]=[C:10]([N:13]3[CH2:18][CH2:17][O:16][CH2:15][CH2:14]3)[C:11]=2[N:12]=1.[CH3:20][C:21]([N:26]1[CH2:31][CH2:30][NH:29][CH2:28][CH2:27]1)([CH3:25])[C:22]([NH2:24])=[O:23], predict the reaction product. The product is: [Cl:19][C:8]1[N:9]=[C:10]([N:13]2[CH2:18][CH2:17][O:16][CH2:15][CH2:14]2)[C:11]2[N:12]=[C:3]([CH2:2][N:29]3[CH2:28][CH2:27][N:26]([C:21]([CH3:25])([CH3:20])[C:22]([NH2:24])=[O:23])[CH2:31][CH2:30]3)[CH:4]=[CH:5][C:6]=2[N:7]=1. (4) Given the reactants [Cl:1][C:2]1[CH:3]=[N:4][CH:5]=[C:6]([Cl:9])[C:7]=1[NH2:8].Cl[C:11]1[C:20]2[C:15](=[C:16]([O:23][CH:24]3[CH2:28][CH2:27][CH2:26][CH2:25]3)[C:17]([O:21][CH3:22])=[CH:18][CH:19]=2)[N:14]=[CH:13][N:12]=1, predict the reaction product. The product is: [CH:24]1([O:23][C:16]2[C:17]([O:21][CH3:22])=[CH:18][CH:19]=[C:20]3[C:15]=2[N:14]=[CH:13][N:12]=[C:11]3[NH:8][C:7]2[C:6]([Cl:9])=[CH:5][N:4]=[CH:3][C:2]=2[Cl:1])[CH2:25][CH2:26][CH2:27][CH2:28]1.